Dataset: Forward reaction prediction with 1.9M reactions from USPTO patents (1976-2016). Task: Predict the product of the given reaction. (1) The product is: [Br:1][C:2]1[C:3]([S:9][CH3:10])=[N:4][C:5]([NH:15][C:14]2[CH:16]=[CH:17][C:18]([F:19])=[C:12]([Cl:11])[CH:13]=2)=[N:6][CH:7]=1. Given the reactants [Br:1][C:2]1[C:3]([S:9][CH3:10])=[N:4][C:5](Cl)=[N:6][CH:7]=1.[Cl:11][C:12]1[CH:13]=[C:14]([CH:16]=[CH:17][C:18]=1[F:19])[NH2:15].Cl, predict the reaction product. (2) Given the reactants C(O)(=O)CCCCC(O)=O.NCCNCCN.[CH3:18][CH2:19][N:20]([C:23]([C:25]1[CH:30]=[CH:29][CH:28]=[C:27]([CH3:31])[CH:26]=1)=[O:24])[CH2:21][CH3:22].[CH2:32]1[O:34][CH:33]1[CH2:35][N:36]1[C:43](=[O:44])[N:42]([CH2:45][CH:46]2[O:48][CH2:47]2)[C:40](=[O:41])[N:39]([CH2:49][CH:50]2[O:52][CH2:51]2)[C:37]1=[O:38].S(=O)(=O)(O)O, predict the reaction product. The product is: [CH3:18][CH2:19][N:20]([C:23]([C:25]1[CH:30]=[CH:29][CH:28]=[C:27]([CH3:31])[CH:26]=1)=[O:24])[CH2:21][CH3:22].[CH2:47]1[O:48][CH:46]1[CH2:45][N:42]1[C:43](=[O:44])[N:36]([CH2:35][CH:33]2[O:34][CH2:32]2)[C:37](=[O:38])[N:39]([CH2:49][CH:50]2[O:52][CH2:51]2)[C:40]1=[O:41]. (3) Given the reactants [NH:1]1[C:9]2[C:4](=[CH:5][CH:6]=[CH:7][CH:8]=2)[C:3](/[CH:10]=[CH:11]/[C:12]2[CH:17]=[CH:16][CH:15]=[CH:14][C:13]=2[N:18]2[CH:22]=[CH:21][C:20]([CH:23]=O)=[CH:19]2)=[N:2]1.[CH3:25][N:26]([CH3:31])[CH2:27][CH2:28][NH:29][CH3:30].C(O)(=O)C.C(O[BH-](OC(=O)C)OC(=O)C)(=O)C.[Na+], predict the reaction product. The product is: [NH:1]1[C:9]2[C:4](=[CH:5][CH:6]=[CH:7][CH:8]=2)[C:3](/[CH:10]=[CH:11]/[C:12]2[CH:17]=[CH:16][CH:15]=[CH:14][C:13]=2[N:18]2[CH:22]=[CH:21][C:20]([CH2:23][N:29]([CH3:30])[CH2:28][CH2:27][N:26]([CH3:31])[CH3:25])=[CH:19]2)=[N:2]1. (4) Given the reactants C([O:8][C:9]1[C:14]2[NH:15][C:16](=[O:19])[CH2:17][O:18][C:13]=2[C:12]([C:20](=[O:24])[CH:21](O)O)=[CH:11][CH:10]=1)C1C=CC=CC=1.[CH2:25]([C:32]1([NH2:35])[CH2:34][CH2:33]1)[C:26]1[CH:31]=[CH:30][CH:29]=[CH:28][CH:27]=1.FC(F)(F)C([O-])=O, predict the reaction product. The product is: [CH2:25]([C:32]1([NH:35][CH2:21][CH:20]([C:12]2[C:13]3[O:18][CH2:17][C:16](=[O:19])[NH:15][C:14]=3[C:9]([OH:8])=[CH:10][CH:11]=2)[OH:24])[CH2:34][CH2:33]1)[C:26]1[CH:31]=[CH:30][CH:29]=[CH:28][CH:27]=1. (5) Given the reactants [C:1]1(=[O:10])[C:9]2[C:4](=[CH:5][CH:6]=[CH:7][CH:8]=2)[CH2:3][CH2:2]1.[CH2:11]([N:18]([CH2:22][CH2:23]Br)[CH2:19][CH2:20]Br)[C:12]1[CH:17]=[CH:16][CH:15]=[CH:14][CH:13]=1.[H-].[Na+], predict the reaction product. The product is: [CH2:11]([N:18]1[CH2:22][CH2:23][C:2]2([CH2:3][C:4]3[C:9](=[CH:8][CH:7]=[CH:6][CH:5]=3)[C:1]2=[O:10])[CH2:20][CH2:19]1)[C:12]1[CH:17]=[CH:16][CH:15]=[CH:14][CH:13]=1.